This data is from Reaction yield outcomes from USPTO patents with 853,638 reactions. The task is: Predict the reaction yield, written as a fraction of the theoretical maximum amount of product (1.0 means a 100% yield; for example, 0.34 means a 34% yield). (1) The reactants are [N+:1]([C:4]1[CH:9]=[CH:8][C:7]([S:10](Cl)(=[O:12])=[O:11])=[CH:6][CH:5]=1)([O-:3])=[O:2].N1C=CC=CC=1.C1COCC1.[Cl:25][CH:26]1[CH2:31][CH2:30][NH:29][CH2:28][CH2:27]1. The catalyst is CCOC(C)=O. The product is [Cl:25][CH:26]1[CH2:31][CH2:30][N:29]([S:10]([C:7]2[CH:8]=[CH:9][C:4]([N+:1]([O-:3])=[O:2])=[CH:5][CH:6]=2)(=[O:12])=[O:11])[CH2:28][CH2:27]1. The yield is 0.960. (2) The reactants are C(OC([N:8]1[CH2:13][CH2:12][N:11]([S:14]([CH3:17])(=[O:16])=[O:15])[C@@H:10]([CH3:18])[CH2:9]1)=O)(C)(C)C.[ClH:19]. The catalyst is ClCCl.C(OCC)C. The product is [ClH:19].[CH3:17][S:14]([N:11]1[CH2:12][CH2:13][NH:8][CH2:9][C@@H:10]1[CH3:18])(=[O:15])=[O:16]. The yield is 0.820. (3) The reactants are [OH:1][C:2]1[CH:3]=[C:4]([NH:8][C:9]([NH2:11])=[S:10])[CH:5]=[CH:6][CH:7]=1.Br[CH2:13][C:14](=O)[C:15]([O:17][CH2:18][CH3:19])=[O:16]. The catalyst is CN(C=O)C. The product is [OH:1][C:2]1[CH:3]=[C:4]([NH:8][C:9]2[S:10][CH:13]=[C:14]([C:15]([O:17][CH2:18][CH3:19])=[O:16])[N:11]=2)[CH:5]=[CH:6][CH:7]=1. The yield is 0.810. (4) The reactants are [Cl:1][C:2]1[CH:10]=[CH:9][C:8]2[NH:7][C:6]3[CH2:11][CH2:12][N:13]([CH3:15])[CH2:14][C:5]=3[C:4]=2[CH:3]=1.[OH-].[K+].[CH3:18][C:19]1[CH:24]=[N:23][C:22]([CH:25]=[CH2:26])=[CH:21][N:20]=1. The catalyst is CN1CCCC1=O.O. The product is [Cl:1][C:2]1[CH:10]=[CH:9][C:8]2[N:7]([CH2:26][CH2:25][C:22]3[CH:21]=[N:20][C:19]([CH3:18])=[CH:24][N:23]=3)[C:6]3[CH2:11][CH2:12][N:13]([CH3:15])[CH2:14][C:5]=3[C:4]=2[CH:3]=1. The yield is 0.540. (5) The reactants are [C:1]([N:8]1[CH2:15][CH:14]2[CH:10]([CH2:11][N:12]([C:16]3[CH:28]=[CH:27][C:26]4[C:25]5[C:20](=[CH:21][C:22]([N:29]=C(C6C=CC=CC=6)C6C=CC=CC=6)=[CH:23][CH:24]=5)[C:19](=[O:43])[C:18]=4[CH:17]=3)[CH2:13]2)[CH2:9]1)([O:3][C:4]([CH3:7])([CH3:6])[CH3:5])=[O:2].Cl. The catalyst is C1COCC1.ClCCl. The product is [NH2:29][C:22]1[CH:23]=[CH:24][C:25]2[C:26]3[C:18](=[CH:17][C:16]([N:12]4[CH2:13][CH:14]5[CH:10]([CH2:9][N:8]([C:1]([O:3][C:4]([CH3:6])([CH3:5])[CH3:7])=[O:2])[CH2:15]5)[CH2:11]4)=[CH:28][CH:27]=3)[C:19](=[O:43])[C:20]=2[CH:21]=1. The yield is 0.910. (6) The reactants are [CH3:1][C:2]1[NH:6][C:5]2[C:7]([C:17]([O:19][CH3:20])=[O:18])=[CH:8][C:9]([N:11]3[CH2:16][CH2:15][O:14][CH2:13][CH2:12]3)=[CH:10][C:4]=2[N:3]=1.Br[CH2:22][C:23]1[C:32]2[C:27](=[CH:28][CH:29]=[CH:30][CH:31]=2)[CH:26]=[CH:25][CH:24]=1.C([O-])([O-])=O.[K+].[K+]. The catalyst is O. The product is [CH3:1][C:2]1[N:3]([CH2:22][C:23]2[C:32]3[C:27](=[CH:28][CH:29]=[CH:30][CH:31]=3)[CH:26]=[CH:25][CH:24]=2)[C:4]2[CH:10]=[C:9]([N:11]3[CH2:12][CH2:13][O:14][CH2:15][CH2:16]3)[CH:8]=[C:7]([C:17]([O:19][CH3:20])=[O:18])[C:5]=2[N:6]=1. The yield is 0.740. (7) The reactants are [Cl:1][C:2]1[CH:14]=[CH:13][C:5]2[NH:6][C:7]([C:9](Cl)(Cl)Cl)=[N:8][C:4]=2[CH:3]=1.[CH3:15][N:16]1[CH2:21][CH2:20][NH:19][CH2:18][CH2:17]1.C([O-])(=O)C.[NH4+:26]. The catalyst is C(#N)C.C([O-])(O)=O.[Na+]. The product is [Cl:1][C:2]1[CH:14]=[CH:13][C:5]2[NH:6][C:7]([C:9](=[NH:26])[N:19]3[CH2:20][CH2:21][N:16]([CH3:15])[CH2:17][CH2:18]3)=[N:8][C:4]=2[CH:3]=1. The yield is 0.220.